This data is from Peptide-MHC class I binding affinity with 185,985 pairs from IEDB/IMGT. The task is: Regression. Given a peptide amino acid sequence and an MHC pseudo amino acid sequence, predict their binding affinity value. This is MHC class I binding data. (1) The peptide sequence is ATGFPFFDR. The MHC is HLA-A31:01 with pseudo-sequence HLA-A31:01. The binding affinity (normalized) is 0.898. (2) The peptide sequence is NEYTGNYQCG. The MHC is HLA-B44:03 with pseudo-sequence HLA-B44:03. The binding affinity (normalized) is 0.175.